Task: Predict the product of the given reaction.. Dataset: Forward reaction prediction with 1.9M reactions from USPTO patents (1976-2016) (1) Given the reactants [NH:1]1[CH:5]=[CH:4][N:3]=[CH:2]1.[CH2:6]1[O:14][CH:7]1[C:8]1[CH:13]=[CH:12][CH:11]=[CH:10][CH:9]=1, predict the reaction product. The product is: [N:1]1([CH2:6][CH:7]([C:8]2[CH:13]=[CH:12][CH:11]=[CH:10][CH:9]=2)[OH:14])[CH:5]=[CH:4][N:3]=[CH:2]1. (2) Given the reactants Cl.[CH2:2]([O:6][CH:7]1[CH2:10][NH:9][CH2:8]1)[CH2:3][CH2:4][CH3:5].CCN=C=NCCCN(C)C.C1C=CC2N(O)N=NC=2C=1.C(N(C(C)C)CC)(C)C.Cl.[O:42]=[C:43]1[NH:52][C:51]2[N:50]=[CH:49][C:48](/[CH:53]=[CH:54]/[C:55](O)=[O:56])=[CH:47][C:46]=2[CH2:45][CH2:44]1, predict the reaction product. The product is: [CH2:2]([O:6][CH:7]1[CH2:10][N:9]([C:55](=[O:56])/[CH:54]=[CH:53]/[C:48]2[CH:47]=[C:46]3[C:51](=[N:50][CH:49]=2)[NH:52][C:43](=[O:42])[CH2:44][CH2:45]3)[CH2:8]1)[CH2:3][CH2:4][CH3:5]. (3) The product is: [C:14]([O:13][C:12]([N:11]([C:3]1[N:4]=[C:5]2[CH:10]=[CH:9][CH:8]=[CH:7][N:6]2[C:2]=1[CH3:1])[S:22]([C:25]1[CH:26]=[CH:27][C:28]([C:29]([O:31][CH3:32])=[O:30])=[CH:33][CH:34]=1)(=[O:24])=[O:23])=[O:18])([CH3:15])([CH3:17])[CH3:16]. Given the reactants [CH3:1][C:2]1[N:6]2[CH:7]=[CH:8][CH:9]=[CH:10][C:5]2=[N:4][C:3]=1[NH:11][C:12](=[O:18])[O:13][C:14]([CH3:17])([CH3:16])[CH3:15].[H-].[Na+].Cl[S:22]([C:25]1[CH:34]=[CH:33][C:28]([C:29]([O:31][CH3:32])=[O:30])=[CH:27][CH:26]=1)(=[O:24])=[O:23], predict the reaction product. (4) Given the reactants [Cl:1][C:2]1[C:3]([OH:12])=[C:4]([C:9](=[O:11])[CH3:10])[CH:5]=[CH:6][C:7]=1[OH:8].[Br:13][CH2:14][C:15]1[CH:20]=[CH:19][C:18]([CH2:21]Br)=[CH:17][CH:16]=1.C(=O)([O-])[O-].[K+].[K+].Cl, predict the reaction product. The product is: [Br:13][CH2:14][C:15]1[CH:20]=[CH:19][C:18]([CH2:21][O:8][C:7]2[CH:6]=[CH:5][C:4]([C:9](=[O:11])[CH3:10])=[C:3]([OH:12])[C:2]=2[Cl:1])=[CH:17][CH:16]=1. (5) Given the reactants C[O:2][C:3](=[O:31])[C:4]1[CH:9]=[CH:8][C:7]([NH:10][C:11](=[O:30])[CH2:12][O:13][C:14]2[CH:19]=[CH:18][C:17]([C:20]34[CH2:29][CH:24]5[CH2:25][CH:26]([CH2:28][CH:22]([CH2:23]5)[CH2:21]3)[CH2:27]4)=[CH:16][CH:15]=2)=[CH:6][CH:5]=1.Cl, predict the reaction product. The product is: [C:20]12([C:17]3[CH:18]=[CH:19][C:14]([O:13][CH2:12][C:11]([NH:10][C:7]4[CH:6]=[CH:5][C:4]([C:3]([OH:31])=[O:2])=[CH:9][CH:8]=4)=[O:30])=[CH:15][CH:16]=3)[CH2:27][CH:26]3[CH2:28][CH:22]([CH2:23][CH:24]([CH2:25]3)[CH2:29]1)[CH2:21]2. (6) The product is: [CH3:22][O:21][C:14]1[CH:13]=[C:12]([CH:17]=[CH:16][C:15]=1[N+:18]([O-:20])=[O:19])[O:11][CH2:10][CH2:9][OH:8]. Given the reactants C([Si]([O:8][CH2:9][CH2:10][O:11][C:12]1[CH:17]=[CH:16][C:15]([N+:18]([O-:20])=[O:19])=[C:14]([O:21][CH3:22])[CH:13]=1)(C)C)(C)(C)C.Cl, predict the reaction product.